From a dataset of Catalyst prediction with 721,799 reactions and 888 catalyst types from USPTO. Predict which catalyst facilitates the given reaction. (1) The catalyst class is: 490. Product: [CH3:1][C:2]([CH3:25])([CH3:24])[C:3]([NH:5][C:6]1[C:15]([C:16]([O:18][CH3:19])=[O:17])=[C:14]2[C:9]([CH:10]3[CH2:20][CH:11]3[CH2:12][O:13]2)=[CH:8][C:7]=1[F:23])=[O:4]. Reactant: [CH3:1][C:2]([CH3:25])([CH3:24])[C:3]([NH:5][C:6]1[C:15]([C:16]([O:18][CH3:19])=[O:17])=[C:14]2[C:9]([CH:10]3[C:20](Br)(Br)[CH:11]3[CH2:12][O:13]2)=[CH:8][C:7]=1[F:23])=[O:4].[Cl-].[NH4+]. (2) Reactant: [NH2:1][C@@H:2]1[C:11]2[C:6](=[CH:7][CH:8]=[CH:9][CH:10]=2)[C@H:5]([O:12][C:13]2[CH:14]=[CH:15][C:16]3[N:17]([C:19]([N:22]([CH3:31])[CH2:23][CH2:24][N:25]4[CH2:30][CH2:29][O:28][CH2:27][CH2:26]4)=[N:20][N:21]=3)[CH:18]=2)[CH2:4][CH2:3]1.ClC(Cl)(Cl)C[O:35][C:36](=O)[NH:37][C:38]1[N:39]([C:47]2[CH:52]=[CH:51][C:50]([CH3:53])=[CH:49][CH:48]=2)[N:40]=[C:41]([C:43]([CH3:46])([CH3:45])[CH3:44])[CH:42]=1.CCN(C(C)C)C(C)C.N. Product: [C:43]([C:41]1[CH:42]=[C:38]([NH:37][C:36]([NH:1][C@@H:2]2[C:11]3[C:6](=[CH:7][CH:8]=[CH:9][CH:10]=3)[C@H:5]([O:12][C:13]3[CH:14]=[CH:15][C:16]4[N:17]([C:19]([N:22]([CH3:31])[CH2:23][CH2:24][N:25]5[CH2:26][CH2:27][O:28][CH2:29][CH2:30]5)=[N:20][N:21]=4)[CH:18]=3)[CH2:4][CH2:3]2)=[O:35])[N:39]([C:47]2[CH:52]=[CH:51][C:50]([CH3:53])=[CH:49][CH:48]=2)[N:40]=1)([CH3:46])([CH3:44])[CH3:45]. The catalyst class is: 655. (3) Reactant: Cl.Cl.[NH2:3][CH2:4][C:5]1[C:14]([O:15][C@@H:16]([C:23]2[CH:28]=[CH:27][CH:26]=[CH:25][CH:24]=2)[CH2:17][N:18]2[CH:22]=[CH:21][N:20]=[CH:19]2)=[CH:13][CH:12]=[C:11]2[C:6]=1[CH2:7][CH2:8][CH2:9][C:10]2=[O:29].[C:30]1([S:36](Cl)(=[O:38])=[O:37])[CH:35]=[CH:34][CH:33]=[CH:32][CH:31]=1. Product: [N:18]1([CH2:17][C@H:16]([C:23]2[CH:24]=[CH:25][CH:26]=[CH:27][CH:28]=2)[O:15][C:14]2[CH:13]=[CH:12][C:11]3[C:10](=[O:29])[CH2:9][CH2:8][CH2:7][C:6]=3[C:5]=2[CH2:4][NH:3][S:36]([C:30]2[CH:35]=[CH:34][CH:33]=[CH:32][CH:31]=2)(=[O:38])=[O:37])[CH:22]=[CH:21][N:20]=[CH:19]1. The catalyst class is: 383. (4) Reactant: CC(OI1(OC(C)=O)(OC(C)=O)OC(=O)C2C=CC=CC1=2)=O.[Cl:23][C:24]1[S:28][C:27]([C:29]([NH:31][C:32]2[CH:40]=[CH:39][CH:38]=[C:37]3[C:33]=2[CH2:34][N:35]([CH2:42][C:43]2[CH:48]=[CH:47][CH:46]=[C:45]([CH2:49][OH:50])[CH:44]=2)[C:36]3=[O:41])=[O:30])=[CH:26][CH:25]=1.C(=O)(O)[O-].[Na+].C(OCC)(=O)C. Product: [Cl:23][C:24]1[S:28][C:27]([C:29]([NH:31][C:32]2[CH:40]=[CH:39][CH:38]=[C:37]3[C:33]=2[CH2:34][N:35]([CH2:42][C:43]2[CH:48]=[CH:47][CH:46]=[C:45]([CH:49]=[O:50])[CH:44]=2)[C:36]3=[O:41])=[O:30])=[CH:26][CH:25]=1. The catalyst class is: 272. (5) Reactant: [F:1][C:2]1[CH:3]=[C:4]([CH:45]=[CH:46][CH:47]=1)[CH2:5][N:6]1[CH:10]=[C:9]([C:11]2[C:19]3[C:14](=[N:15][CH:16]=[C:17]([C:20]4[CH:21]=[CH:22][C:23]([O:33][CH3:34])=[C:24]([NH:26][S:27]([CH:30]5[CH2:32][CH2:31]5)(=[O:29])=[O:28])[CH:25]=4)[CH:18]=3)[N:13](S(C3C=CC(C)=CC=3)(=O)=O)[CH:12]=2)[CH:8]=[N:7]1.[OH-].[Li+]. Product: [F:1][C:2]1[CH:3]=[C:4]([CH:45]=[CH:46][CH:47]=1)[CH2:5][N:6]1[CH:10]=[C:9]([C:11]2[C:19]3[C:14](=[N:15][CH:16]=[C:17]([C:20]4[CH:21]=[CH:22][C:23]([O:33][CH3:34])=[C:24]([NH:26][S:27]([CH:30]5[CH2:31][CH2:32]5)(=[O:29])=[O:28])[CH:25]=4)[CH:18]=3)[NH:13][CH:12]=2)[CH:8]=[N:7]1. The catalyst class is: 87. (6) Reactant: C(O[C:6]([N:8](C)[C@H:9]([C:11]([NH:13][C@@H:14]([CH:30]1[CH2:35][CH2:34][CH2:33][CH2:32][CH2:31]1)[C:15]([N:17]1[C@H:22]([C:23](OC)=[O:24])[CH2:21][N:20]2[CH2:27][CH2:28][CH2:29][C@@H:19]2[CH2:18]1)=[O:16])=[O:12])[CH3:10])=O)(C)(C)C.O.[OH-].[Li+].[C:40]1([C@H:50]([NH2:52])[CH3:51])[C:49]2[C:44](=[CH:45][CH:46]=[CH:47][CH:48]=2)[CH:43]=[CH:42][CH:41]=1.[Cl-:53].COC1N=C(OC)N=C([N+]2(C)CCOCC2)N=1.C(OCC)(=O)C.Cl. Product: [ClH:53].[ClH:53].[CH:30]1([C@H:14]([NH:13][C:11](=[O:12])[C@H:9]([CH3:10])[NH:8][CH3:6])[C:15]([N:17]2[C@H:22]([C:23]([NH:52][C@@H:50]([C:40]3[C:49]4[C:44](=[CH:45][CH:46]=[CH:47][CH:48]=4)[CH:43]=[CH:42][CH:41]=3)[CH3:51])=[O:24])[CH2:21][N:20]3[CH2:27][CH2:28][CH2:29][C@@H:19]3[CH2:18]2)=[O:16])[CH2:35][CH2:34][CH2:33][CH2:32][CH2:31]1. The catalyst class is: 253.